This data is from Catalyst prediction with 721,799 reactions and 888 catalyst types from USPTO. The task is: Predict which catalyst facilitates the given reaction. (1) Reactant: [C:1]([C:5]1[CH:6]=[C:7](B(O)O)[CH:8]=[CH:9][CH:10]=1)([CH3:4])([CH3:3])[CH3:2].Br[C:15]1[CH:21]=[C:20]([C:22]([CH3:25])([CH3:24])[CH3:23])[CH:19]=[CH:18][C:16]=1[NH2:17].C1(P(C2C=CC=CC=2)C2C=CC=CC=2)C=CC=CC=1.C(=O)([O-])[O-].[K+].[K+]. Product: [NH2:17][C:16]1[CH:18]=[CH:19][C:20]([C:22]([CH3:25])([CH3:24])[CH3:23])=[CH:21][C:15]=1[C:9]1[CH:8]=[CH:7][CH:6]=[C:5]([C:1]([CH3:4])([CH3:3])[CH3:2])[CH:10]=1. The catalyst class is: 848. (2) Reactant: [CH3:1][C:2]1[CH:3]=[C:4]([CH:7]=[CH:8][C:9]=1[O:10][CH2:11][CH2:12][OH:13])[CH:5]=O.[NH2:14][C:15]1[CH:30]=[CH:29][CH:28]=[CH:27][C:16]=1[C:17]([NH:19][C:20]1[CH:25]=[CH:24][C:23]([Br:26])=[CH:22][CH:21]=1)=[O:18]. Product: [Br:26][C:23]1[CH:24]=[CH:25][C:20]([N:19]2[C:17](=[O:18])[C:16]3[C:15](=[CH:30][CH:29]=[CH:28][CH:27]=3)[N:14]=[C:5]2[C:4]2[CH:7]=[CH:8][C:9]([O:10][CH2:11][CH2:12][OH:13])=[C:2]([CH3:1])[CH:3]=2)=[CH:21][CH:22]=1. The catalyst class is: 8. (3) Reactant: [CH:1]1([NH:4][C:5]2[C:6]3[O:36][CH:35]=[CH:34][C:7]=3[N:8]=[C:9]([NH:11][C:12]3[CH:20]=[C:19]4[C:15]([C:16]([C:29]([N:31]([CH3:33])[CH3:32])=[O:30])=[N:17][N:18]4COCC[Si](C)(C)C)=[CH:14][CH:13]=3)[N:10]=2)[CH2:3][CH2:2]1.Cl.O1CCOCC1.[NH4+].[OH-]. Product: [CH:1]1([NH:4][C:5]2[C:6]3[O:36][CH:35]=[CH:34][C:7]=3[N:8]=[C:9]([NH:11][C:12]3[CH:20]=[C:19]4[C:15]([C:16]([C:29]([N:31]([CH3:33])[CH3:32])=[O:30])=[N:17][NH:18]4)=[CH:14][CH:13]=3)[N:10]=2)[CH2:3][CH2:2]1. The catalyst class is: 26.